This data is from Forward reaction prediction with 1.9M reactions from USPTO patents (1976-2016). The task is: Predict the product of the given reaction. (1) Given the reactants [CH3:1][C:2]1[C:7]([O:8][C:9]2[N:14]=[CH:13][C:12]([NH2:15])=[CH:11][CH:10]=2)=[CH:6][CH:5]=[CH:4][N:3]=1.[C:16]([N:24]=[C:25]=[S:26])(=[O:23])[C:17]1[CH:22]=[CH:21][CH:20]=[CH:19][CH:18]=1, predict the reaction product. The product is: [C:16]([NH:24][C:25]([NH:15][C:12]1[CH:13]=[N:14][C:9]([O:8][C:7]2[C:2]([CH3:1])=[N:3][CH:4]=[CH:5][CH:6]=2)=[CH:10][CH:11]=1)=[S:26])(=[O:23])[C:17]1[CH:22]=[CH:21][CH:20]=[CH:19][CH:18]=1. (2) Given the reactants [Cl:1][C:2]1[CH:10]=[C:9]2[C:5]([CH2:6][CH2:7][C:8]2=O)=[CH:4][CH:3]=1.CC(O)=O.[C:16]([CH2:18][C:19]([O:21][CH2:22][CH3:23])=[O:20])#[N:17].O, predict the reaction product. The product is: [Cl:1][C:2]1[CH:10]=[C:9]2[C:5]([CH2:6][CH2:7]/[C:8]/2=[C:18](/[C:16]#[N:17])\[C:19]([O:21][CH2:22][CH3:23])=[O:20])=[CH:4][CH:3]=1. (3) Given the reactants [C:1]([O:5][C:6]([N:8]1[CH2:13][CH2:12][N:11]([C:14]2[CH:19]=[CH:18][C:17]([C:20]3[C:21]([CH3:43])=[N:22][O:23][C:24]=3[N:25](C(OCC(Cl)(Cl)Cl)=O)[C@H:26]([C:31]([O:33][CH3:34])=[O:32])[CH2:27][CH:28]([CH3:30])[CH3:29])=[CH:16][CH:15]=2)[CH2:10][CH2:9]1)=[O:7])([CH3:4])([CH3:3])[CH3:2].OP([O-])(O)=O.[K+], predict the reaction product. The product is: [C:1]([O:5][C:6]([N:8]1[CH2:9][CH2:10][N:11]([C:14]2[CH:15]=[CH:16][C:17]([C:20]3[C:21]([CH3:43])=[N:22][O:23][C:24]=3[NH:25][C@H:26]([C:31]([O:33][CH3:34])=[O:32])[CH2:27][CH:28]([CH3:30])[CH3:29])=[CH:18][CH:19]=2)[CH2:12][CH2:13]1)=[O:7])([CH3:4])([CH3:2])[CH3:3]. (4) Given the reactants [Cl:1][C:2]1[CH:3]=[CH:4][CH:5]=[C:6]2[C:11]=1[C:10]([C:12](=[O:20])[NH:13][CH:14]1[CH2:19][CH2:18][O:17][CH2:16][CH2:15]1)=[N:9][C:8]([C@@H:21]([NH:23]C(=O)OCC1C3C=CC=CC=3C3C1=CC=CC=3)[CH3:22])=[CH:7]2, predict the reaction product. The product is: [NH2:23][C@H:21]([C:8]1[N:9]=[C:10]([C:12]([NH:13][CH:14]2[CH2:19][CH2:18][O:17][CH2:16][CH2:15]2)=[O:20])[C:11]2[C:6]([CH:7]=1)=[CH:5][CH:4]=[CH:3][C:2]=2[Cl:1])[CH3:22]. (5) Given the reactants [NH2:1][C:2]1[N:7]=[C:6](S(C)=O)[C:5]([C:11]#[N:12])=[C:4]([C:13]2[CH:14]=[N:15][CH:16]=[CH:17][CH:18]=2)[N:3]=1.[CH3:19][C:20]1[CH:21]=[C:22]([CH:25]=[CH:26][C:27]=1[CH3:28])[CH2:23][NH2:24], predict the reaction product. The product is: [NH2:1][C:2]1[N:7]=[C:6]([NH:24][CH2:23][C:22]2[CH:25]=[CH:26][C:27]([CH3:28])=[C:20]([CH3:19])[CH:21]=2)[C:5]([C:11]#[N:12])=[C:4]([C:13]2[CH:14]=[N:15][CH:16]=[CH:17][CH:18]=2)[N:3]=1. (6) Given the reactants [CH3:1][C:2]1([CH3:9])[CH2:7][CH2:6][C:5](=O)[CH:4]=[CH:3]1.[CH2:10]([NH2:17])[C:11]1[CH:16]=[CH:15][CH:14]=[CH:13][CH:12]=1, predict the reaction product. The product is: [CH2:10]([NH:17][CH:5]1[CH2:6][CH2:7][C:2]([CH3:9])([CH3:1])[CH:3]=[CH:4]1)[C:11]1[CH:16]=[CH:15][CH:14]=[CH:13][CH:12]=1. (7) Given the reactants [Br:1][C:2]1[N:7]=[C:6]([CH:8]=O)[CH:5]=[CH:4][CH:3]=1.Cl.[NH2:11][O:12][CH2:13][C:14]([CH3:17])([OH:16])[CH3:15], predict the reaction product. The product is: [OH:16][C:14]([CH3:17])([CH3:15])[CH2:13][O:12][N:11]=[CH:8][C:6]1[CH:5]=[CH:4][CH:3]=[C:2]([Br:1])[N:7]=1. (8) Given the reactants CC(CCC=C(C)C)CCC(C)C(=O)C([O-])=O.CC(CCC=C(C)C)CCCC(=O)C([O-])=O.C[CH:35]([CH2:51][CH3:52])[C:36](=[O:50])[C:37]([O:39][CH2:40][CH2:41][CH:42]([CH3:49])[CH2:43][CH2:44][CH:45]=[C:46]([CH3:48])[CH3:47])=[O:38], predict the reaction product. The product is: [O:50]=[C:36]([CH2:35][CH2:51][CH3:52])[C:37]([O:39][CH2:40][CH2:41][CH:42]([CH3:49])[CH2:43][CH2:44][CH:45]=[C:46]([CH3:47])[CH3:48])=[O:38]. (9) The product is: [C:3]([C@@H:5]([NH:15][C:16](=[O:25])[O:17][CH2:18][C:19]1[CH:20]=[CH:21][N:22]=[CH:23][CH:24]=1)[CH2:6][CH2:7][C:8]1[CH:9]=[CH:10][C:11]([OH:14])=[CH:12][CH:13]=1)([OH:4])=[O:2]. Given the reactants C[O:2][C:3]([C@@H:5]([NH:15][C:16](=[O:25])[O:17][CH2:18][C:19]1[CH:24]=[CH:23][N:22]=[CH:21][CH:20]=1)[CH2:6][CH2:7][C:8]1[CH:13]=[CH:12][C:11]([OH:14])=[CH:10][CH:9]=1)=[O:4].[Li+].[OH-].O.Cl, predict the reaction product.